From a dataset of Peptide-MHC class II binding affinity with 134,281 pairs from IEDB. Regression. Given a peptide amino acid sequence and an MHC pseudo amino acid sequence, predict their binding affinity value. This is MHC class II binding data. (1) The peptide sequence is DTAGWDTRITEADLD. The MHC is HLA-DQA10201-DQB10303 with pseudo-sequence HLA-DQA10201-DQB10303. The binding affinity (normalized) is 0.299. (2) The peptide sequence is DPMVQIPRLVANNTR. The binding affinity (normalized) is 0.352. The MHC is DRB1_0405 with pseudo-sequence DRB1_0405. (3) The peptide sequence is DKWLDAKSTWYGKPT. The MHC is DRB3_0202 with pseudo-sequence DRB3_0202. The binding affinity (normalized) is 0.137. (4) The peptide sequence is AVTFVNAPALAAERG. The MHC is DRB1_0301 with pseudo-sequence DRB1_0301. The binding affinity (normalized) is 0.253. (5) The peptide sequence is FLAVAVVLGLATSPT. The MHC is HLA-DPA10103-DPB10402 with pseudo-sequence HLA-DPA10103-DPB10402. The binding affinity (normalized) is 0.340. (6) The peptide sequence is ILSEGNSFTAPNESY. The MHC is HLA-DQA10401-DQB10402 with pseudo-sequence HLA-DQA10401-DQB10402. The binding affinity (normalized) is 0.347. (7) The binding affinity (normalized) is 0.158. The peptide sequence is LTRILTIPQSLDSWW. The MHC is DRB1_0801 with pseudo-sequence DRB1_0801.